Dataset: Reaction yield outcomes from USPTO patents with 853,638 reactions. Task: Predict the reaction yield, written as a fraction of the theoretical maximum amount of product (1.0 means a 100% yield; for example, 0.34 means a 34% yield). (1) The reactants are [N:1]([C:4]1[C:9]([I:10])=[CH:8][C:7]([Cl:11])=[CH:6][C:5]=1[Cl:12])=[N+:2]=[N-:3].[CH3:13][O:14][C:15]1[CH:20]=[CH:19][C:18]([CH2:21][C:22]#[N:23])=[CH:17][CH:16]=1.C[O-].[Na+]. The catalyst is C(O)C. The product is [Cl:12][C:5]1[CH:6]=[C:7]([Cl:11])[CH:8]=[C:9]([I:10])[C:4]=1[N:1]1[C:22]([NH2:23])=[C:21]([C:18]2[CH:19]=[CH:20][C:15]([O:14][CH3:13])=[CH:16][CH:17]=2)[N:3]=[N:2]1. The yield is 0.100. (2) The reactants are [C:1]1([C:6]2[N:7]([Si:11]([CH:18]([CH3:20])[CH3:19])([CH:15]([CH3:17])[CH3:16])[CH:12]([CH3:14])[CH3:13])[CH:8]=[CH:9][CH:10]=2)[CH2:5][CH2:4][CH2:3][CH:2]=1.C1(C2C=CN([Si](C(C)C)(C(C)C)C(C)C)C=2)CCCC=1.[C:41]([O:50][CH2:51][CH3:52])(=[O:49])/[CH:42]=[CH:43]/[C:44]([O:46][CH2:47][CH3:48])=[O:45].C(C1C(=O)C(Cl)=C(Cl)C(=O)C=1C#N)#N. The catalyst is C1C=CC=CC=1. The product is [CH:12]([Si:11]([CH:15]([CH3:17])[CH3:16])([CH:18]([CH3:20])[CH3:19])[N:7]1[C:6]2[C:10](=[C:42]([C:41]([O:50][CH2:51][CH3:52])=[O:49])[C:43]([C:44]([O:46][CH2:47][CH3:48])=[O:45])=[C:2]3[CH2:3][CH2:4][CH2:5][C:1]3=2)[CH:9]=[CH:8]1)([CH3:13])[CH3:14]. The yield is 0.210. (3) The reactants are C(C[N:5]1[C:9]([NH:10][C:11]([NH:13][C:14]2[CH:19]=[CH:18][CH:17]=[C:16](Cl)[C:15]=2Cl)=[O:12])=[CH:8][C:7]([C:22]([CH3:25])([CH3:24])[CH3:23])=N1)(O)=O.[OH-:26].[Na+].Cl.[CH3:29][CH2:30][OH:31]. The catalyst is CCOC(C)=O. The product is [C:22]([C:7]1[O:26][N:5]=[C:9]([NH:10][C:11]([NH:13][C:14]2[CH:15]=[CH:16][C:17]([O:31][C:30]3[CH:16]=[CH:15][C:14]([NH2:13])=[CH:19][CH:29]=3)=[CH:18][CH:19]=2)=[O:12])[CH:8]=1)([CH3:23])([CH3:24])[CH3:25]. The yield is 0.890. (4) The reactants are [F:1][C:2]1[CH:3]=[C:4]([C:10]2[N:11]=[C:12]([CH3:29])[C:13]3[CH:18]=[CH:17][N:16]([C:19]4[CH:28]=[CH:27][C:22]([C:23]([O:25]C)=[O:24])=[CH:21][CH:20]=4)[C:14]=3[N:15]=2)[CH:5]=[CH:6][C:7]=1[O:8][CH3:9].[OH-].[Na+].Cl. The catalyst is CO.O1CCOCC1. The product is [F:1][C:2]1[CH:3]=[C:4]([C:10]2[N:11]=[C:12]([CH3:29])[C:13]3[CH:18]=[CH:17][N:16]([C:19]4[CH:28]=[CH:27][C:22]([C:23]([OH:25])=[O:24])=[CH:21][CH:20]=4)[C:14]=3[N:15]=2)[CH:5]=[CH:6][C:7]=1[O:8][CH3:9]. The yield is 0.750.